The task is: Binary Classification. Given a drug SMILES string, predict its activity (active/inactive) in a high-throughput screening assay against a specified biological target.. This data is from Kir2.1 potassium channel HTS with 301,493 compounds. (1) The compound is Clc1c(nsc1Cl)C(OC(C(=O)NCCOC)C)=O. The result is 0 (inactive). (2) The drug is s1c2cc(n(c2cc1)C)C(=O)N1CC(CCC1)C(=O)NCc1sccc1. The result is 0 (inactive).